Task: Predict the reactants needed to synthesize the given product.. Dataset: Full USPTO retrosynthesis dataset with 1.9M reactions from patents (1976-2016) (1) Given the product [Br:27][C:24]1[CH:25]=[CH:26][C:14]2[N:13]=[C:12]([NH:11][C:7]3[C:6]([Cl:28])=[CH:5][C:4]([C:1]([OH:3])([CH3:29])[CH3:2])=[CH:9][C:8]=3[Cl:10])[C:21]3[CH:20]=[CH:19][NH:18][C:17](=[O:22])[C:16]=3[C:15]=2[CH:23]=1, predict the reactants needed to synthesize it. The reactants are: [C:1]([C:4]1[CH:9]=[C:8]([Cl:10])[C:7]([NH:11][C:12]2[C:21]3[CH:20]=[CH:19][NH:18][C:17](=[O:22])[C:16]=3[C:15]3[CH:23]=[C:24]([Br:27])[CH:25]=[CH:26][C:14]=3[N:13]=2)=[C:6]([Cl:28])[CH:5]=1)(=[O:3])[CH3:2].[CH3:29][Mg]Br. (2) Given the product [F:27][C:24]([F:25])([F:26])[C:21]1[CH:20]=[CH:19][C:18]([C:15]2[CH:16]=[CH:17][C:12]([C:10]3[O:11][C:7]4[CH:6]=[CH:5][C:4]([NH2:1])=[CH:28][C:8]=4[N:9]=3)=[CH:13][CH:14]=2)=[CH:23][CH:22]=1, predict the reactants needed to synthesize it. The reactants are: [N+:1]([C:4]1[CH:5]=[CH:6][C:7]2[O:11][C:10]([C:12]3[CH:17]=[CH:16][C:15]([C:18]4[CH:23]=[CH:22][C:21]([C:24]([F:27])([F:26])[F:25])=[CH:20][CH:19]=4)=[CH:14][CH:13]=3)=[N:9][C:8]=2[CH:28]=1)([O-])=O. (3) The reactants are: [NH2:1][C:2]1[N:7]=[CH:6][N:5]=[C:4]([NH:8][CH2:9][CH:10]2[CH2:15][CH2:14][N:13](C(OC(C)(C)C)=O)[CH2:12][CH2:11]2)[C:3]=1[C:23]1[CH:28]=[CH:27][C:26]([O:29][C:30]2[CH:35]=[CH:34][CH:33]=[CH:32][CH:31]=2)=[CH:25][CH:24]=1.Cl. Given the product [O:29]([C:26]1[CH:27]=[CH:28][C:23]([C:3]2[C:4]([NH:8][CH2:9][CH:10]3[CH2:15][CH2:14][NH:13][CH2:12][CH2:11]3)=[N:5][CH:6]=[N:7][C:2]=2[NH2:1])=[CH:24][CH:25]=1)[C:30]1[CH:35]=[CH:34][CH:33]=[CH:32][CH:31]=1, predict the reactants needed to synthesize it. (4) The reactants are: [Br:1][CH2:2][C:3]1[CH:4]=[C:5]([OH:9])[CH:6]=[CH:7][CH:8]=1.Cl[C:11]([O:14]C(=O)OC(Cl)(Cl)Cl)(Cl)Cl.C(N(C(C)C)CC)(C)C.[NH2:31][CH2:32][C:33]1([CH2:39][C:40]([OH:42])=[O:41])[CH2:38][CH2:37][CH2:36][CH2:35][CH2:34]1. Given the product [Br:1][CH2:2][C:3]1[CH:4]=[C:5]([CH:6]=[CH:7][CH:8]=1)[O:9][C:11]([NH:31][CH2:32][C:33]1([CH2:39][C:40]([OH:42])=[O:41])[CH2:38][CH2:37][CH2:36][CH2:35][CH2:34]1)=[O:14], predict the reactants needed to synthesize it. (5) Given the product [Cl:1][C:2]1[CH:3]=[C:4]2[C:9](=[CH:10][CH:11]=1)[C:8](=[O:12])[N:7]([CH3:13])[C:6]([CH2:14][Cl:20])=[C:5]2[O:16][CH3:17], predict the reactants needed to synthesize it. The reactants are: [Cl:1][C:2]1[CH:3]=[C:4]2[C:9](=[CH:10][CH:11]=1)[C:8](=[O:12])[N:7]([CH3:13])[C:6]([CH2:14]O)=[C:5]2[O:16][CH3:17].S(Cl)([Cl:20])=O.C(=O)([O-])O.[Na+]. (6) Given the product [OH:5][C:6]1[CH:14]=[C:10]([C:11]([OH:13])=[O:12])[CH:9]=[N:8][C:7]=1[N+:1]([O-:4])=[O:2], predict the reactants needed to synthesize it. The reactants are: [N+:1]([O-:4])(O)=[O:2].[OH:5][C:6]1[CH:7]=[N:8][CH:9]=[C:10]([CH:14]=1)[C:11]([OH:13])=[O:12]. (7) Given the product [OH:1][CH2:2][CH:3]1[CH2:32][CH:4]1[C:5]1[C:10](=[O:11])[N:9]2[CH:12]=[CH:13][C:14]([CH2:16][CH2:17][C:18]3[S:19][CH:20]=[C:21]([CH:23]([CH3:25])[CH3:24])[N:22]=3)=[CH:15][C:8]2=[N:7][C:6]=1[N:26]1[CH2:31][CH2:30][O:29][CH2:28][CH2:27]1, predict the reactants needed to synthesize it. The reactants are: [OH:1][CH2:2]/[CH:3]=[CH:4]/[C:5]1[C:10](=[O:11])[N:9]2[CH:12]=[CH:13][C:14]([CH2:16][CH2:17][C:18]3[S:19][CH:20]=[C:21]([CH:23]([CH3:25])[CH3:24])[N:22]=3)=[CH:15][C:8]2=[N:7][C:6]=1[N:26]1[CH2:31][CH2:30][O:29][CH2:28][CH2:27]1.[CH2:32]([Zn]CC)C.CCCCCC.IC.[Cl-].[NH4+]. (8) Given the product [OH:8][N:9]1[C:14]2[N:15]=[CH:16][N:17]=[C:18]([CH3:19])[C:13]=2[C:12]([NH:20][CH2:21][C:22]2[CH:27]=[CH:26][CH:25]=[CH:24][C:23]=2[CH3:28])=[CH:11][C:10]1=[O:29], predict the reactants needed to synthesize it. The reactants are: C([O:8][N:9]1[C:14]2[N:15]=[CH:16][N:17]=[C:18]([CH3:19])[C:13]=2[C:12]([NH:20][CH2:21][C:22]2[CH:27]=[CH:26][CH:25]=[CH:24][C:23]=2[CH3:28])=[CH:11][C:10]1=[O:29])C1C=CC=CC=1.CO.[H][H]. (9) Given the product [CH3:1][NH:2][C:3]([C:5]1[C:13]2[C:8](=[CH:9][CH:10]=[C:11]([NH:14][S:22]([C:18]3[CH:19]=[CH:20][CH:21]=[C:16]([F:15])[CH:17]=3)(=[O:24])=[O:23])[CH:12]=2)[NH:7][N:6]=1)=[O:4], predict the reactants needed to synthesize it. The reactants are: [CH3:1][NH:2][C:3]([C:5]1[C:13]2[C:8](=[CH:9][CH:10]=[C:11]([NH2:14])[CH:12]=2)[NH:7][N:6]=1)=[O:4].[F:15][C:16]1[CH:17]=[C:18]([S:22](Cl)(=[O:24])=[O:23])[CH:19]=[CH:20][CH:21]=1.